This data is from TCR-epitope binding with 47,182 pairs between 192 epitopes and 23,139 TCRs. The task is: Binary Classification. Given a T-cell receptor sequence (or CDR3 region) and an epitope sequence, predict whether binding occurs between them. (1) The epitope is NLDSKVGGNY. The TCR CDR3 sequence is CASSESHTAGYGYTF. Result: 0 (the TCR does not bind to the epitope). (2) The epitope is RQLLFVVEV. The TCR CDR3 sequence is CASTLTENEQFF. Result: 1 (the TCR binds to the epitope).